This data is from Forward reaction prediction with 1.9M reactions from USPTO patents (1976-2016). The task is: Predict the product of the given reaction. The product is: [Br:1][C:2]1[CH:3]=[N:4][CH:5]=[C:6]([Cl:10])[C:7]=1[CH:8]([OH:9])[CH3:11]. Given the reactants [Br:1][C:2]1[CH:3]=[N:4][CH:5]=[C:6]([Cl:10])[C:7]=1[CH:8]=[O:9].[CH3:11][Mg]Br.[NH4+].[Cl-], predict the reaction product.